This data is from Reaction yield outcomes from USPTO patents with 853,638 reactions. The task is: Predict the reaction yield, written as a fraction of the theoretical maximum amount of product (1.0 means a 100% yield; for example, 0.34 means a 34% yield). (1) The reactants are C[O:2][C:3]([C:5]1[CH:14]=[C:13]([O:15]COCC[Si](C)(C)C)[C:12]2[C:7](=[C:8]([Br:26])[CH:9]=[C:10]([O:24][CH3:25])[CH:11]=2)[N:6]=1)=[O:4].O1CCCC1.O.O.[OH-].[Li+]. The catalyst is CO. The product is [Br:26][C:8]1[CH:9]=[C:10]([O:24][CH3:25])[CH:11]=[C:12]2[C:7]=1[NH:6][C:5]([C:3]([OH:4])=[O:2])=[CH:14][C:13]2=[O:15]. The yield is 0.800. (2) The reactants are [Cl:1][C:2]1[CH:10]=[C:6]([C:7]([OH:9])=O)[C:5]([OH:11])=[CH:4][CH:3]=1.[NH2:12][C:13]1[CH:14]=[C:15]([N:19]2[C:23]([C:24]3[CH:29]=[CH:28][CH:27]=[CH:26][CH:25]=3)=[CH:22][C:21]([C:30]([F:33])([F:32])[F:31])=[N:20]2)[CH:16]=[CH:17][CH:18]=1. No catalyst specified. The product is [Cl:1][C:2]1[CH:3]=[CH:4][C:5]([OH:11])=[C:6]([CH:10]=1)[C:7]([NH:12][C:13]1[CH:18]=[CH:17][CH:16]=[C:15]([N:19]2[C:23]([C:24]3[CH:29]=[CH:28][CH:27]=[CH:26][CH:25]=3)=[CH:22][C:21]([C:30]([F:33])([F:32])[F:31])=[N:20]2)[CH:14]=1)=[O:9]. The yield is 0.744. (3) The reactants are [CH3:1][S:2](Cl)(=[O:4])=[O:3].[OH:6][CH2:7][CH2:8][CH:9]([CH3:29])[O:10][C:11]1[C:12]([C:21]([C:23]2[CH:28]=[CH:27][CH:26]=[CH:25][CH:24]=2)=[O:22])=[CH:13][C:14]2[C:19]([CH:20]=1)=[CH:18][CH:17]=[CH:16][CH:15]=2. The catalyst is C(Cl)Cl. The product is [C:21]([C:12]1[C:11]([O:10][CH:9]([CH3:29])[CH2:8][CH2:7][O:6][S:2]([CH3:1])(=[O:4])=[O:3])=[CH:20][C:19]2[C:14]([CH:13]=1)=[CH:15][CH:16]=[CH:17][CH:18]=2)(=[O:22])[C:23]1[CH:28]=[CH:27][CH:26]=[CH:25][CH:24]=1. The yield is 1.00. (4) The reactants are [Si:1]([O:8]S(C(F)(F)F)(=O)=O)([C:4]([CH3:7])([CH3:6])[CH3:5])([CH3:3])[CH3:2].[CH3:16][O:17][C:18]([CH:20]1[C:24]([CH3:25])=[CH:23][C:22](=O)[N:21]1C(OC(C)(C)C)=O)=[O:19].N1C(C)=CC=CC=1C. The catalyst is ClCCl. The product is [CH3:16][O:17][C:18]([C:20]1[NH:21][C:22]([O:8][Si:1]([C:4]([CH3:7])([CH3:6])[CH3:5])([CH3:3])[CH3:2])=[CH:23][C:24]=1[CH3:25])=[O:19]. The yield is 0.890. (5) The reactants are [O:1]1[C:5]2[CH:6]=[CH:7][C:8]([C:10]([OH:12])=O)=[CH:9][C:4]=2[N:3]=[CH:2]1.[NH2:13][C:14]1[CH:15]=[C:16]([CH:20]=[CH:21][C:22]=1O)[C:17](O)=O.C(OC)(OC)OC. The product is [CH2:22]([CH:14]([NH:13][C:10]([C:8]1[CH:7]=[CH:6][C:5]2[O:1][CH:2]=[N:3][C:4]=2[CH:9]=1)=[O:12])[CH2:15][CH2:16][CH3:17])[CH2:21][CH3:20]. The yield is 0.150. No catalyst specified. (6) The reactants are [F:1][C:2]([F:12])([F:11])[C:3]1[CH:8]=[CH:7][C:6]([Mg]Br)=[CH:5][CH:4]=1.[CH2:13]([N:20]([CH2:33][C:34]1[CH:39]=[CH:38][CH:37]=[CH:36][CH:35]=1)[C@@H:21]([CH:31]=[O:32])[CH2:22][CH2:23]/[CH:24]=[CH:25]/[C:26]([O:28][CH2:29][CH3:30])=[O:27])[C:14]1[CH:19]=[CH:18][CH:17]=[CH:16][CH:15]=1. The catalyst is C1COCC1. The product is [CH2:13]([N:20]([CH2:33][C:34]1[CH:35]=[CH:36][CH:37]=[CH:38][CH:39]=1)[C@@H:21]([C@@H:31]([OH:32])[C:6]1[CH:7]=[CH:8][C:3]([C:2]([F:12])([F:11])[F:1])=[CH:4][CH:5]=1)[CH2:22][CH2:23]/[CH:24]=[CH:25]/[C:26]([O:28][CH2:29][CH3:30])=[O:27])[C:14]1[CH:15]=[CH:16][CH:17]=[CH:18][CH:19]=1. The yield is 0.760. (7) The reactants are Br[C:2]1[C:3]([N:8]2[CH2:13][CH2:12][CH:11]([C:14]([NH2:16])=[O:15])[CH2:10][CH2:9]2)=[N:4][CH:5]=[N:6][CH:7]=1.[CH3:17][O:18][C:19]1[CH:24]=[CH:23][C:22](B(O)O)=[CH:21][CH:20]=1.C(=O)([O-])[O-].[Na+].[Na+]. The catalyst is C1C=CC([P]([Pd]([P](C2C=CC=CC=2)(C2C=CC=CC=2)C2C=CC=CC=2)([P](C2C=CC=CC=2)(C2C=CC=CC=2)C2C=CC=CC=2)[P](C2C=CC=CC=2)(C2C=CC=CC=2)C2C=CC=CC=2)(C2C=CC=CC=2)C2C=CC=CC=2)=CC=1.C(#N)C. The product is [CH3:17][O:18][C:19]1[CH:24]=[CH:23][C:22]([C:2]2[C:3]([N:8]3[CH2:13][CH2:12][CH:11]([C:14]([NH2:16])=[O:15])[CH2:10][CH2:9]3)=[N:4][CH:5]=[N:6][CH:7]=2)=[CH:21][CH:20]=1. The yield is 0.410. (8) The reactants are P([O-])([O-])([O-])=O.[K+].[K+].[K+].[CH3:9][C:10]1([CH3:20])[CH2:14][C:13]2[CH:15]=[CH:16][CH:17]=[C:18]([CH3:19])[C:12]=2[O:11]1.B([O-])([O-])O[C:23]1[CH:28]=[CH:27][C:26]([CH3:29])=[CH:25][CH:24]=1. The catalyst is Cl[Ni](Cl)([P](C1C=CC=CC=1)(C1C=CC=CC=1)C1C=CC=CC=1)[P](C1C=CC=CC=1)(C1C=CC=CC=1)C1C=CC=CC=1.C1(P(C2C=CC=CC=2)C2C=CC=CC=2)C=CC=CC=1.C1(C)C=CC=CC=1. The product is [CH3:9][C:10]1([CH3:20])[CH2:14][C:13]2[CH:15]=[CH:16][C:17]([C:23]3[CH:28]=[CH:27][C:26]([CH3:29])=[CH:25][CH:24]=3)=[C:18]([CH3:19])[C:12]=2[O:11]1. The yield is 0.940.